Dataset: Reaction yield outcomes from USPTO patents with 853,638 reactions. Task: Predict the reaction yield, written as a fraction of the theoretical maximum amount of product (1.0 means a 100% yield; for example, 0.34 means a 34% yield). (1) The reactants are [CH2:1]([C:5]1[NH:9][CH:8]=[C:7]([C:10]([O:12][CH2:13][CH3:14])=[O:11])[CH:6]=1)[CH2:2][CH2:3][CH3:4].[H-].[Na+].[C:17]1([S:23](Cl)(=[O:25])=[O:24])[CH:22]=[CH:21][CH:20]=[CH:19][CH:18]=1.O. The catalyst is O1CCCC1. The product is [CH2:1]([C:5]1[N:9]([S:23]([C:17]2[CH:22]=[CH:21][CH:20]=[CH:19][CH:18]=2)(=[O:25])=[O:24])[CH:8]=[C:7]([C:10]([O:12][CH2:13][CH3:14])=[O:11])[CH:6]=1)[CH2:2][CH2:3][CH3:4]. The yield is 0.470. (2) The reactants are [C:1]12[C:9](=[O:10])[C:8](=[O:11])[C:7]=1[NH:6][CH2:5][CH2:4][CH2:3][NH:2]2.[H-].[Na+].[CH:14]([P:16]([O:30][C:31]1[CH:32]=[C:33]([CH:39]=[CH:40][CH:41]=1)[C:34]([O:36][CH2:37][CH3:38])=[O:35])([O:18][C:19]1[CH:20]=[C:21]([CH:27]=[CH:28][CH:29]=1)[C:22]([O:24][CH2:25][CH3:26])=[O:23])=[O:17])=[CH2:15]. The catalyst is CN(C)C=O. The product is [O:11]=[C:8]1[C:9](=[O:10])[C:1]2[N:2]([CH2:15][CH2:14][P:16]([O:30][C:31]3[CH:32]=[C:33]([CH:39]=[CH:40][CH:41]=3)[C:34]([O:36][CH2:37][CH3:38])=[O:35])([O:18][C:19]3[CH:20]=[C:21]([CH:27]=[CH:28][CH:29]=3)[C:22]([O:24][CH2:25][CH3:26])=[O:23])=[O:17])[CH2:3][CH2:4][CH2:5][NH:6][C:7]1=2. The yield is 0.270. (3) The reactants are C(OC([N:8]1[CH2:13][CH2:12][CH:11]([N:14]([CH3:21])[CH:15]2[CH2:20][CH2:19][O:18][CH2:17][CH2:16]2)[CH2:10][CH2:9]1)=O)(C)(C)C.C(O)(C(F)(F)F)=O. The catalyst is C(Cl)Cl. The product is [CH3:21][N:14]([CH:11]1[CH2:12][CH2:13][NH:8][CH2:9][CH2:10]1)[CH:15]1[CH2:20][CH2:19][O:18][CH2:17][CH2:16]1. The yield is 0.970. (4) The reactants are O.[OH-].[Li+].C[O:5][C:6](=[O:33])[C:7]1[CH:12]=[CH:11][C:10]([N:13]2[CH2:18][CH2:17][N:16]([C:19](=[O:30])[C:20]3[CH:25]=[CH:24][CH:23]=[CH:22][C:21]=3[C:26]([F:29])([F:28])[F:27])[CH2:15][CH2:14]2)=[N:9][C:8]=1[O:31][CH3:32]. The catalyst is C1COCC1.O. The product is [CH3:32][O:31][C:8]1[N:9]=[C:10]([N:13]2[CH2:18][CH2:17][N:16]([C:19](=[O:30])[C:20]3[CH:25]=[CH:24][CH:23]=[CH:22][C:21]=3[C:26]([F:29])([F:28])[F:27])[CH2:15][CH2:14]2)[CH:11]=[CH:12][C:7]=1[C:6]([OH:33])=[O:5]. The yield is 0.960. (5) The reactants are [NH2:1][C:2]1[N:7]=[C:6]([N:8]2[CH2:13][CH2:12][CH:11]([OH:14])[CH2:10][CH2:9]2)[CH:5]=[CH:4][C:3]=1[N+:15]([O-])=O. The catalyst is [Pd].CO. The product is [NH2:15][C:3]1[CH:4]=[CH:5][C:6]([N:8]2[CH2:13][CH2:12][CH:11]([OH:14])[CH2:10][CH2:9]2)=[N:7][C:2]=1[NH2:1]. The yield is 0.950. (6) The reactants are [C:1]([C:3]1[CH:4]=[C:5]([NH:9][C:10](=[O:13])[CH2:11][CH3:12])[CH:6]=[CH:7][CH:8]=1)#[N:2].[Cl:14][C:15]1[CH:16]=[C:17]([CH:20]=[CH:21][C:22]=1[O:23][C:24]([F:27])([F:26])[F:25])[CH2:18]Br. No catalyst specified. The product is [Cl:14][C:15]1[CH:16]=[C:17]([CH:20]=[CH:21][C:22]=1[O:23][C:24]([F:25])([F:26])[F:27])[CH2:18][N:9]([C:5]1[CH:6]=[CH:7][CH:8]=[C:3]([C:1]#[N:2])[CH:4]=1)[C:10](=[O:13])[CH2:11][CH3:12]. The yield is 0.870. (7) The reactants are [NH2:1][C:2]1[C:3]([NH:21][CH3:22])=[N:4][C:5]([NH:8][C:9]2[CH:14]=[CH:13][C:12]([N:15]3[CH2:20][CH2:19][O:18][CH2:17][CH2:16]3)=[CH:11][CH:10]=2)=[N:6][CH:7]=1.[Cl:23][C:24]1[C:25]([O:40][CH3:41])=[N:26][C:27]([O:38][CH3:39])=[C:28]([Cl:37])[C:29]=1[C:30](=O)[C:31]([O:33]CC)=O.CC(O)=O. The catalyst is COCCO.CCOC(C)=O. The product is [Cl:37][C:28]1[C:27]([O:38][CH3:39])=[N:26][C:25]([O:40][CH3:41])=[C:24]([Cl:23])[C:29]=1[C:30]1[C:31](=[O:33])[N:21]([CH3:22])[C:3]2[N:4]=[C:5]([NH:8][C:9]3[CH:14]=[CH:13][C:12]([N:15]4[CH2:20][CH2:19][O:18][CH2:17][CH2:16]4)=[CH:11][CH:10]=3)[N:6]=[CH:7][C:2]=2[N:1]=1. The yield is 0.510. (8) The reactants are [ClH:1].[C:2]([NH:10][C:11]1[S:12][CH2:13][C@@H:14]2[CH2:19][N:18](C(OC(C)(C)C)=O)[CH2:17][C@:15]2([C:27]2[S:31][N:30]=[CH:29][CH:28]=2)[N:16]=1)(=[O:9])[C:3]1[CH:8]=[CH:7][CH:6]=[CH:5][CH:4]=1. The yield is 0.980. The catalyst is CC(O)C.CC(OC)(C)C. The product is [ClH:1].[S:31]1[C:27]([C@:15]23[CH2:17][NH:18][CH2:19][C@H:14]2[CH2:13][S:12][C:11]([NH:10][C:2](=[O:9])[C:3]2[CH:8]=[CH:7][CH:6]=[CH:5][CH:4]=2)=[N:16]3)=[CH:28][CH:29]=[N:30]1. (9) The reactants are [CH3:1][O:2][C:3]1[N:8]=[CH:7][C:6]([N:9]2[C:13]([C:14]3[CH:19]=[N:18][C:17]([CH3:20])=[CH:16][N:15]=3)=[CH:12][C:11]([C:21]([OH:23])=O)=[N:10]2)=[CH:5][CH:4]=1.[CH2:24]([NH:26][CH3:27])[CH3:25]. The yield is 0.330. The product is [CH2:24]([N:26]([CH3:27])[C:21]([C:11]1[CH:12]=[C:13]([C:14]2[CH:19]=[N:18][C:17]([CH3:20])=[CH:16][N:15]=2)[N:9]([C:6]2[CH:7]=[N:8][C:3]([O:2][CH3:1])=[CH:4][CH:5]=2)[N:10]=1)=[O:23])[CH3:25]. No catalyst specified. (10) The reactants are [Br:1][C:2]1[CH:9]=[CH:8][C:5]([CH:6]=O)=[C:4]([F:10])[CH:3]=1.[C:11]([NH2:15])([CH3:14])([CH3:13])[CH3:12].[O-]S([O-])(=O)=O.[Mg+2]. The catalyst is C(Cl)Cl. The product is [Br:1][C:2]1[CH:9]=[CH:8][C:5]([CH:6]=[N:15][C:11]([CH3:14])([CH3:13])[CH3:12])=[C:4]([F:10])[CH:3]=1. The yield is 0.980.